This data is from Catalyst prediction with 721,799 reactions and 888 catalyst types from USPTO. The task is: Predict which catalyst facilitates the given reaction. Reactant: [C:1]1([C:21]2[CH:26]=[CH:25][CH:24]=[CH:23][CH:22]=2)[CH:6]=[CH:5][C:4]([CH2:7][N:8]2[C:16]3[C:11](=[CH:12][CH:13]=[CH:14][C:15]=3[C:17]([O:19]C)=[O:18])[CH:10]=[CH:9]2)=[CH:3][CH:2]=1.CO.[OH-].[Na+].C(O)(=O)CC(CC(O)=O)(C(O)=O)O. Product: [C:1]1([C:21]2[CH:26]=[CH:25][CH:24]=[CH:23][CH:22]=2)[CH:2]=[CH:3][C:4]([CH2:7][N:8]2[C:16]3[C:11](=[CH:12][CH:13]=[CH:14][C:15]=3[C:17]([OH:19])=[O:18])[CH:10]=[CH:9]2)=[CH:5][CH:6]=1. The catalyst class is: 1.